From a dataset of Forward reaction prediction with 1.9M reactions from USPTO patents (1976-2016). Predict the product of the given reaction. (1) The product is: [CH3:21][P:19]([CH2:22][C:23]1[CH:24]=[C:25]([N:29]2[C:33]([NH:42][C:45]([NH:47][C:48]3[C:57]4[C:52](=[CH:53][CH:54]=[CH:55][CH:56]=4)[C:51]([O:58][C:59]4[CH:64]=[CH:63][N:62]=[C:61]([NH:65][C:66]5[CH:67]=[CH:68][CH:69]=[CH:70][CH:71]=5)[CH:60]=4)=[CH:50][CH:49]=3)=[O:8])=[CH:32][C:31]([CH:37]([CH3:38])[CH3:39])=[N:30]2)[CH:26]=[CH:27][CH:28]=1)([CH3:18])=[O:20]. Given the reactants C1C=CC(P(N=[N+]=[N-])(C2C=CC=CC=2)=[O:8])=CC=1.[CH3:18][P:19]([CH2:22][C:23]1[CH:24]=[C:25]([N:29]2[C:33](C(O)=O)=[CH:32][C:31]([CH:37]([CH3:39])[CH3:38])=[N:30]2)[CH:26]=[CH:27][CH:28]=1)([CH3:21])=[O:20].C([N:42]([CH2:45]C)CC)C.[NH2:47][C:48]1[C:57]2[C:52](=[CH:53][CH:54]=[CH:55][CH:56]=2)[C:51]([O:58][C:59]2[CH:64]=[CH:63][N:62]=[C:61]([NH:65][C:66]3[CH:71]=[CH:70][CH:69]=[CH:68][CH:67]=3)[CH:60]=2)=[CH:50][CH:49]=1, predict the reaction product. (2) Given the reactants [OH:1][C:2]1[CH:7]=[C:6]([CH3:8])[CH:5]=[CH:4][C:3]=1[C:9](=[O:18])[CH2:10][C:11]([O:13][C:14]([CH3:17])([CH3:16])[CH3:15])=[O:12].[CH:19](=O)[C:20]1[CH:25]=[CH:24][CH:23]=[CH:22][CH:21]=1.N1CCCCC1.C(O)(=O)C, predict the reaction product. The product is: [OH:1][C:2]1[CH:7]=[C:6]([CH3:8])[CH:5]=[CH:4][C:3]=1[C:9](/[C:10](=[CH:19]\[C:20]1[CH:25]=[CH:24][CH:23]=[CH:22][CH:21]=1)/[C:11]([O:13][C:14]([CH3:15])([CH3:17])[CH3:16])=[O:12])=[O:18]. (3) Given the reactants [NH2:1][C:2]1[C:3]([C:10]([NH:12][C:13](=[NH:16])SC)=[O:11])=[N:4][C:5]([Cl:9])=[C:6]([NH2:8])[N:7]=1.[NH2:17][CH2:18][C:19]1(N)[CH2:24][CH2:23][N:22]([CH:25]([C:27]2[CH:32]=[CH:31][CH:30]=[CH:29][CH:28]=2)[CH3:26])[CH2:21][CH2:20]1, predict the reaction product. The product is: [C:27]1([CH:25]([N:22]2[CH2:23][CH2:24][C:19]3([NH:16]/[C:13](=[N:12]/[C:10]([C:3]4[C:2]([NH2:1])=[N:7][C:6]([NH2:8])=[C:5]([Cl:9])[N:4]=4)=[O:11])/[NH:17][CH2:18]3)[CH2:20][CH2:21]2)[CH3:26])[CH:28]=[CH:29][CH:30]=[CH:31][CH:32]=1. (4) Given the reactants [CH2:1]([N:8]1[C:12]([C:13]#[C:14][C:15]([OH:28])([C:22]2[CH:27]=[CH:26][CH:25]=[CH:24][CH:23]=2)[C:16]2[CH:21]=[CH:20][CH:19]=[CH:18][CH:17]=2)=[C:11]([CH:29]=[O:30])[CH:10]=[C:9]1[C:31]([O:33]C)=[O:32])[C:2]1[CH:7]=[CH:6][CH:5]=[CH:4][CH:3]=1.[OH-].[K+].Cl, predict the reaction product. The product is: [CH2:1]([N:8]1[C:12]([C:13]#[C:14][C:15]([OH:28])([C:16]2[CH:17]=[CH:18][CH:19]=[CH:20][CH:21]=2)[C:22]2[CH:27]=[CH:26][CH:25]=[CH:24][CH:23]=2)=[C:11]([CH:29]=[O:30])[CH:10]=[C:9]1[C:31]([OH:33])=[O:32])[C:2]1[CH:3]=[CH:4][CH:5]=[CH:6][CH:7]=1. (5) Given the reactants Cl[C:2]1[N:7]=[C:6]([C:8]2[CH:9]=[CH:10][C:11]([O:16][CH3:17])=[C:12]([CH:15]=2)[C:13]#[N:14])[CH:5]=[CH:4][N:3]=1.[NH2:18][C:19]1[CH:24]=[CH:23][C:22]([NH:25][C:26](=[O:32])[O:27][C:28]([CH3:31])([CH3:30])[CH3:29])=[CH:21][CH:20]=1.C([O-])([O-])=O.[Cs+].[Cs+].C1C=CC(P(C2C(C3C(P(C4C=CC=CC=4)C4C=CC=CC=4)=CC=C4C=3C=CC=C4)=C3C(C=CC=C3)=CC=2)C2C=CC=CC=2)=CC=1, predict the reaction product. The product is: [C:13]([C:12]1[CH:15]=[C:8]([C:6]2[CH:5]=[CH:4][N:3]=[C:2]([NH:18][C:19]3[CH:20]=[CH:21][C:22]([NH:25][C:26](=[O:32])[O:27][C:28]([CH3:30])([CH3:29])[CH3:31])=[CH:23][CH:24]=3)[N:7]=2)[CH:9]=[CH:10][C:11]=1[O:16][CH3:17])#[N:14]. (6) Given the reactants Cl[C:2]1[N:7]=[C:6]([NH:8][CH2:9][C:10]2[CH:15]=[CH:14][CH:13]=[C:12]([O:16][CH3:17])[CH:11]=2)[C:5]([Cl:18])=[CH:4][N:3]=1.[NH2:19][C:20]1[CH:21]=[C:22]([CH2:26][CH2:27][CH2:28][OH:29])[CH:23]=[CH:24][CH:25]=1.O.C1(C)C=CC(S(O)(=O)=O)=CC=1.C([O-])(O)=O.[Na+], predict the reaction product. The product is: [Cl:18][C:5]1[C:6]([NH:8][CH2:9][C:10]2[CH:15]=[CH:14][CH:13]=[C:12]([O:16][CH3:17])[CH:11]=2)=[N:7][C:2]([NH:19][C:20]2[CH:21]=[C:22]([CH2:26][CH2:27][CH2:28][OH:29])[CH:23]=[CH:24][CH:25]=2)=[N:3][CH:4]=1. (7) Given the reactants [Br:1][C:2]1[CH:9]=[CH:8][C:5]([CH:6]=O)=[C:4]([F:10])[CH:3]=1.[CH3:11][C:12]([S@:15]([NH2:17])=[O:16])([CH3:14])[CH3:13], predict the reaction product. The product is: [Br:1][C:2]1[CH:9]=[CH:8][C:5](/[CH:6]=[N:17]/[S@@:15]([C:12]([CH3:14])([CH3:13])[CH3:11])=[O:16])=[C:4]([F:10])[CH:3]=1.